Dataset: Catalyst prediction with 721,799 reactions and 888 catalyst types from USPTO. Task: Predict which catalyst facilitates the given reaction. Reactant: [F:1][C:2]([F:26])([C:22]([F:25])([F:24])[F:23])[C:3]([NH:5][CH2:6][CH2:7][CH2:8][CH2:9][N:10]1[CH2:20][C:19]2[N:21]3[C:12](=[CH:13][N:14]=[C:15]3[CH:16]=[CH:17][CH:18]=2)[CH2:11]1)=[O:4].[ClH:27]. Product: [ClH:27].[ClH:27].[F:26][C:2]([F:1])([C:22]([F:23])([F:24])[F:25])[C:3]([NH:5][CH2:6][CH2:7][CH2:8][CH2:9][N:10]1[CH2:20][C:19]2[N:21]3[C:12](=[CH:13][N:14]=[C:15]3[CH:16]=[CH:17][CH:18]=2)[CH2:11]1)=[O:4]. The catalyst class is: 8.